The task is: Binary Classification. Given a drug SMILES string, predict its activity (active/inactive) in a high-throughput screening assay against a specified biological target.. This data is from Choline transporter screen with 302,306 compounds. The compound is S(=O)(=O)(NCc1c(OC)cccc1)c1cc2CC(N(C(=O)C3CC3)c2cc1)C. The result is 0 (inactive).